Dataset: Experimentally validated miRNA-target interactions with 360,000+ pairs, plus equal number of negative samples. Task: Binary Classification. Given a miRNA mature sequence and a target amino acid sequence, predict their likelihood of interaction. Result: 1 (interaction). The protein sequence of the target gene is MEGFTREAPCFPILGDNWDCENQERNLRQSPLIDEKTEAQEANCGHVNLGEHLSTNPALLPSQRVPGTNGFHVFNSDIKTFDCDQTLHSCPPSYAVKGTADGDACEKATQPSMEATQLVRNQMREKSYKYTESVKSLNHFTTALCDKKIKKRSKRFYKGKDFGDILALSSSLNEKRSHSAEKPYKCAECGKCFKRNSSLVLHHRTHTGEKPYTCNDCGKSFSKNYNLIVHRRIHTGEKPYKCSKCGKAFSDGSALTQHQRIHTGEKPYACLDCGKTFNRNSSLILHQRTHTGEKPYRCNE.... The miRNA is mmu-miR-3110-5p with sequence UUCUGCCUCCCCUGAAGGCUC.